Dataset: Catalyst prediction with 721,799 reactions and 888 catalyst types from USPTO. Task: Predict which catalyst facilitates the given reaction. (1) Reactant: [CH2:1]([NH:4][C:5]1[CH:10]=[CH:9][CH:8]=[CH:7][CH:6]=1)[CH:2]=[CH2:3].N1C=CC=CC=1.Cl[C:18]([O:20][CH2:21][C:22]1[CH:27]=[CH:26][CH:25]=[CH:24][CH:23]=1)=[O:19].Cl. Product: [CH2:1]([N:4]([C:18]([O:20][CH2:21][C:22]1[CH:27]=[CH:26][CH:25]=[CH:24][CH:23]=1)=[O:19])[C:5]1[CH:10]=[CH:9][CH:8]=[CH:7][CH:6]=1)[CH:2]=[CH2:3]. The catalyst class is: 4. (2) Reactant: [C:1]([C@H:5]1[CH2:10][CH2:9][C@H:8]([NH:11][C:12]([C:14]2[N:18]([CH2:19][C:20]3[CH:29]=[CH:28][C:23]([C:24]([O:26]C)=[O:25])=[CH:22][CH:21]=3)[N:17]=[C:16]([C:30]3[CH:35]=[C:34]([F:36])[C:33]([F:37])=[C:32]([F:38])[CH:31]=3)[CH:15]=2)=[O:13])[CH2:7][CH2:6]1)([CH3:4])([CH3:3])[CH3:2].[OH-].[Na+]. Product: [C:1]([C@H:5]1[CH2:10][CH2:9][C@H:8]([NH:11][C:12]([C:14]2[N:18]([CH2:19][C:20]3[CH:29]=[CH:28][C:23]([C:24]([OH:26])=[O:25])=[CH:22][CH:21]=3)[N:17]=[C:16]([C:30]3[CH:31]=[C:32]([F:38])[C:33]([F:37])=[C:34]([F:36])[CH:35]=3)[CH:15]=2)=[O:13])[CH2:7][CH2:6]1)([CH3:4])([CH3:2])[CH3:3]. The catalyst class is: 36. (3) Reactant: [CH3:1][O:2][C:3]1[CH:28]=[C:27]([O:29][CH3:30])[CH:26]=[CH:25][C:4]=1[CH2:5][N:6]([C:19]1[CH:24]=[CH:23][N:22]=[CH:21][N:20]=1)[S:7]([C:10]1[CH:15]=[C:14]([F:16])[C:13](F)=[CH:12][C:11]=1[F:18])(=[O:9])=[O:8].[CH2:31]([N:33]1[C:37]([C@H:38]2[CH2:42][CH2:41][CH2:40][C@@H:39]2[OH:43])=[CH:36][CH:35]=[N:34]1)[CH3:32].[H-].[Na+]. Product: [CH3:1][O:2][C:3]1[CH:28]=[C:27]([O:29][CH3:30])[CH:26]=[CH:25][C:4]=1[CH2:5][N:6]([C:19]1[CH:24]=[CH:23][N:22]=[CH:21][N:20]=1)[S:7]([C:10]1[CH:15]=[C:14]([F:16])[C:13]([O:43][C@H:39]2[CH2:40][CH2:41][CH2:42][C@@H:38]2[C:37]2[N:33]([CH2:31][CH3:32])[N:34]=[CH:35][CH:36]=2)=[CH:12][C:11]=1[F:18])(=[O:8])=[O:9]. The catalyst class is: 3. (4) Reactant: [C:1]1([Mg]Br)[CH:6]=[CH:5][CH:4]=[CH:3][CH:2]=1.[C:9](=S)=S.[C:12]([SH:20])(=[S:19])[C:13]1[CH:18]=[CH:17][CH:16]=[CH:15][CH:14]=1.C(O[CH2:24][CH3:25])C. Product: [C:12]([S:20][C:24]([C:1]1[CH:6]=[CH:5][CH:4]=[CH:3][CH:2]=1)([CH3:25])[CH3:9])(=[S:19])[C:13]1[CH:18]=[CH:17][CH:16]=[CH:15][CH:14]=1. The catalyst class is: 7. (5) Product: [CH3:1][C:2]([C:3]1[N:19]([CH3:18])[C:20]([C:23]2[CH:28]=[CH:27][CH:26]=[CH:25][CH:24]=2)=[N:6][N:5]=1)([CH3:10])[CH2:7][CH:8]=[CH2:9]. The catalyst class is: 37. Reactant: [CH3:1][C:2]([CH3:10])([CH2:7][CH:8]=[CH2:9])[C:3]([NH:5][NH2:6])=O.C([O-])([O-])=O.[K+].[K+].Cl.[CH3:18][NH:19][C:20]([C:23]1[CH:28]=[CH:27][CH:26]=[CH:25][CH:24]=1)=NC. (6) Reactant: [NH2:1][C:2]1[C:7]([CH3:8])=[C:6]([C:9]2[CH:14]=[CH:13][C:12]([C:15]([F:18])([F:17])[F:16])=[C:11]([F:19])[CH:10]=2)[N:5]=[C:4]([C:20]([O:22]C)=[O:21])[C:3]=1[Cl:24].[OH-].[Na+].Cl. Product: [NH2:1][C:2]1[C:7]([CH3:8])=[C:6]([C:9]2[CH:14]=[CH:13][C:12]([C:15]([F:17])([F:16])[F:18])=[C:11]([F:19])[CH:10]=2)[N:5]=[C:4]([C:20]([OH:22])=[O:21])[C:3]=1[Cl:24]. The catalyst class is: 5. (7) Reactant: [N+:1]([C:4]1[C:13]2[O:12][CH2:11][CH2:10][O:9][C:8]=2[CH:7]=[CH:6][C:5]=1[NH:14][C:15](=[O:21])[O:16][C:17]([CH3:20])([CH3:19])[CH3:18])([O-:3])=[O:2].[H-].[Na+].S(OC)(O[CH3:28])(=O)=O.O. Product: [CH3:28][N:14]([C:5]1[CH:6]=[CH:7][C:8]2[O:9][CH2:10][CH2:11][O:12][C:13]=2[C:4]=1[N+:1]([O-:3])=[O:2])[C:15](=[O:21])[O:16][C:17]([CH3:18])([CH3:20])[CH3:19]. The catalyst class is: 3. (8) Product: [CH2:15]([O:8][C:3]1[CH:4]=[CH:5][CH:6]=[CH:7][C:2]=1[I:1])[C:16]1[CH:21]=[CH:20][CH:19]=[CH:18][CH:17]=1. The catalyst class is: 21. Reactant: [I:1][C:2]1[CH:7]=[CH:6][CH:5]=[CH:4][C:3]=1[OH:8].C(=O)([O-])[O-].[K+].[K+].[CH2:15](Br)[C:16]1[CH:21]=[CH:20][CH:19]=[CH:18][CH:17]=1.CCCCCCC.CCOC(C)=O.